Task: Predict the reaction yield, written as a fraction of the theoretical maximum amount of product (1.0 means a 100% yield; for example, 0.34 means a 34% yield).. Dataset: Reaction yield outcomes from USPTO patents with 853,638 reactions (1) The reactants are Cl.[NH2:2][OH:3].C[O-].[Na+].[OH:7][C@H:8]([CH3:31])[C@H:9]([NH:14][C:15]([C:17]1[CH:22]=[CH:21][C:20]([C:23]([C:25]2[CH:30]=[CH:29][CH:28]=[CH:27][CH:26]=2)=[O:24])=[CH:19][CH:18]=1)=[O:16])[C:10](OC)=[O:11].Cl. The catalyst is CO. The product is [C:23]([C:20]1[CH:21]=[CH:22][C:17]([C:15]([NH:14][C@H:9]([C:10]([NH:2][OH:3])=[O:11])[C@H:8]([OH:7])[CH3:31])=[O:16])=[CH:18][CH:19]=1)(=[O:24])[C:25]1[CH:30]=[CH:29][CH:28]=[CH:27][CH:26]=1. The yield is 0.430. (2) The reactants are [CH3:1][O:2][C:3]1[CH:4]=[C:5]([CH:9]=[CH:10][CH:11]=1)[C:6]([NH2:8])=[O:7].C([O-])([O-])=O.[K+].[K+].[CH2:18]=O.Cl.[N:21]1[CH:26]=[CH:25][CH:24]=[CH:23][C:22]=1[C:27]1[CH2:28][CH2:29][NH:30][CH2:31][CH:32]=1. The catalyst is C(O)C. The product is [N:21]1[CH:26]=[CH:25][CH:24]=[CH:23][C:22]=1[C:27]1[CH2:28][CH2:29][N:30]([CH2:18][NH:8][C:6](=[O:7])[C:5]2[CH:9]=[CH:10][CH:11]=[C:3]([O:2][CH3:1])[CH:4]=2)[CH2:31][CH:32]=1. The yield is 0.490. (3) The reactants are [F:1][C:2]1[C:10]([O:11][C:12]2[C:21]3[C:16](=[CH:17][C:18]([O:24][CH2:25][C@H:26]4[CH2:30][CH2:29][CH2:28][NH:27]4)=[C:19]([O:22][CH3:23])[CH:20]=3)[N:15]=[CH:14][N:13]=2)=[CH:9][CH:8]=[C:7]2[C:3]=1[CH:4]=[C:5]([CH3:31])[NH:6]2.[CH3:32][S:33](Cl)(=[O:35])=[O:34]. No catalyst specified. The product is [F:1][C:2]1[C:10]([O:11][C:12]2[C:21]3[C:16](=[CH:17][C:18]([O:24][CH2:25][C@H:26]4[CH2:30][CH2:29][CH2:28][N:27]4[S:33]([CH3:32])(=[O:35])=[O:34])=[C:19]([O:22][CH3:23])[CH:20]=3)[N:15]=[CH:14][N:13]=2)=[CH:9][CH:8]=[C:7]2[C:3]=1[CH:4]=[C:5]([CH3:31])[NH:6]2. The yield is 0.570. (4) The reactants are [C:1]([C:4]1[CH:9]=[CH:8][N:7]=[CH:6][CH:5]=1)(=O)[CH3:2].C(=O)([O-])[O-].[K+].[K+].O.[C:17]([OH:21])(=O)[CH:18]=O.O.[NH2:23][NH2:24]. The catalyst is O.C(O)(=O)C. The product is [N:7]1[CH:8]=[CH:9][C:4]([C:1]2[CH:2]=[CH:18][C:17](=[O:21])[NH:23][N:24]=2)=[CH:5][CH:6]=1. The yield is 0.640.